From a dataset of Reaction yield outcomes from USPTO patents with 853,638 reactions. Predict the reaction yield, written as a fraction of the theoretical maximum amount of product (1.0 means a 100% yield; for example, 0.34 means a 34% yield). (1) The product is [C:27]1([C:26]2[S:34][C:3]([C:4]([O:6][CH2:7][CH3:8])=[O:5])=[C:2]([C:20]3[CH:21]=[CH:22][CH:23]=[CH:24][CH:25]=3)[N:33]=2)[CH:32]=[CH:31][CH:30]=[CH:29][CH:28]=1. The reactants are O=[C:2]([C:20]1[CH:25]=[CH:24][CH:23]=[CH:22][CH:21]=1)[CH:3](OS(C1C=CC(C)=CC=1)(=O)=O)[C:4]([O:6][CH2:7][CH3:8])=[O:5].[C:26](=[S:34])([NH2:33])[C:27]1[CH:32]=[CH:31][CH:30]=[CH:29][CH:28]=1. The yield is 0.850. The catalyst is CN(C=O)C. (2) The catalyst is O1CCCC1. The yield is 0.920. The reactants are [C:1]1([C:7]2[CH:11]=[C:10]([C:12]3[CH:17]=[CH:16][CH:15]=[CH:14][CH:13]=3)[N:9]([CH2:18][C:19]3[CH:28]=[CH:27][C:22]([C:23](OC)=[O:24])=[CH:21][C:20]=3[O:29][CH:30]([CH3:32])[CH3:31])[N:8]=2)[CH:6]=[CH:5][CH:4]=[CH:3][CH:2]=1.[H-].[Al+3].[Li+].[H-].[H-].[H-].O.O.O.O.O.O.O.O.O.O.S([O-])([O-])(=O)=O.[Na+].[Na+]. The product is [C:1]1([C:7]2[CH:11]=[C:10]([C:12]3[CH:13]=[CH:14][CH:15]=[CH:16][CH:17]=3)[N:9]([CH2:18][C:19]3[CH:28]=[CH:27][C:22]([CH2:23][OH:24])=[CH:21][C:20]=3[O:29][CH:30]([CH3:32])[CH3:31])[N:8]=2)[CH:2]=[CH:3][CH:4]=[CH:5][CH:6]=1.